From a dataset of Catalyst prediction with 721,799 reactions and 888 catalyst types from USPTO. Predict which catalyst facilitates the given reaction. Reactant: C[O:2][C:3]([C:5]([O:8][C:9]([N:11]1[CH2:16][CH2:15][CH:14]([CH2:17][C:18]2[N:22]=[C:21]([C:23]3[O:31][C:30]4[CH:29]=[CH:28][N:27]=[CH:26][C:25]=4[CH:24]=3)[O:20][N:19]=2)[CH2:13][CH2:12]1)=[O:10])([CH3:7])[CH3:6])=[O:4].O[Li].O. Product: [C:3]([C:5]([O:8][C:9]([N:11]1[CH2:12][CH2:13][CH:14]([CH2:17][C:18]2[N:22]=[C:21]([C:23]3[O:31][C:30]4[CH:29]=[CH:28][N:27]=[CH:26][C:25]=4[CH:24]=3)[O:20][N:19]=2)[CH2:15][CH2:16]1)=[O:10])([CH3:6])[CH3:7])([OH:4])=[O:2]. The catalyst class is: 20.